From a dataset of Full USPTO retrosynthesis dataset with 1.9M reactions from patents (1976-2016). Predict the reactants needed to synthesize the given product. Given the product [Br:1][C:2]1[S:6][C:5]([C:7]([NH2:24])=[O:8])=[C:4]([NH:11][CH2:12][C:13]2[CH:18]=[CH:17][N:16]=[CH:15][CH:14]=2)[CH:3]=1, predict the reactants needed to synthesize it. The reactants are: [Br:1][C:2]1[S:6][C:5]([C:7](OC)=[O:8])=[C:4]([NH:11][CH2:12][C:13]2[CH:18]=[CH:17][N:16]=[CH:15][CH:14]=2)[CH:3]=1.[OH-].[Na+].Cl.C([N:24](CC)CC)C.[Cl-].[NH4+].Cl.C(N=C=NCCCN(C)C)C.ON1C2C=CC=CC=2N=N1.